This data is from Reaction yield outcomes from USPTO patents with 853,638 reactions. The task is: Predict the reaction yield, written as a fraction of the theoretical maximum amount of product (1.0 means a 100% yield; for example, 0.34 means a 34% yield). (1) The reactants are [N:1]1([NH:7][C:8]([C:10]2[C:14]([CH3:15])=[C:13]([C:16]3[CH:21]=[CH:20][C:19]([OH:22])=[CH:18][CH:17]=3)[N:12]([C:23]3[CH:28]=[CH:27][C:26]([Cl:29])=[CH:25][C:24]=3[Cl:30])[N:11]=2)=[O:9])[CH2:6][CH2:5][CH2:4][CH2:3][CH2:2]1.C(N(CC)CC)C.[F:38][C:39]([F:47])([F:46])[CH2:40][CH2:41][S:42](Cl)(=[O:44])=[O:43].FC(F)(F)CCCS(Cl)(=O)=O. The catalyst is C(Cl)Cl.O. The product is [Cl:30][C:24]1[CH:25]=[C:26]([Cl:29])[CH:27]=[CH:28][C:23]=1[N:12]1[C:13]([C:16]2[CH:17]=[CH:18][C:19]([O:22][S:42]([CH2:41][CH2:40][C:39]([F:47])([F:46])[F:38])(=[O:44])=[O:43])=[CH:20][CH:21]=2)=[C:14]([CH3:15])[C:10]([C:8](=[O:9])[NH:7][N:1]2[CH2:6][CH2:5][CH2:4][CH2:3][CH2:2]2)=[N:11]1. The yield is 0.820. (2) The reactants are [CH2:1]([N:3]1[C:7]([CH2:8]O)=[C:6]([CH3:10])[N:5]=[CH:4]1)[CH3:2].S(Cl)([Cl:13])=O. The catalyst is ClCCl. The product is [ClH:13].[Cl:13][CH2:8][C:7]1[N:3]([CH2:1][CH3:2])[CH:4]=[N:5][C:6]=1[CH3:10]. The yield is 0.950. (3) The reactants are [N+]([CH2:3][C:4]([O:6][CH2:7][CH3:8])=[O:5])#[C-].[C:9]([O-])([O-])=O.[K+].[K+].BrC[C:17]1[CH:22]=[C:21]([Cl:23])[C:20]([Cl:24])=[CH:19][C:18]=1[CH2:25]Br.[C:27](#[N:29])C. The catalyst is CCCC[N+](CCCC)(CCCC)CCCC.OS([O-])(=O)=O. The product is [CH2:7]([O:6][C:4]([CH:3]1[CH2:9][C:19]2[C:18](=[CH:17][CH:22]=[C:21]([Cl:23])[C:20]=2[Cl:24])[CH:25]1[N+:29]#[C-:27])=[O:5])[CH3:8]. The yield is 0.660.